This data is from Full USPTO retrosynthesis dataset with 1.9M reactions from patents (1976-2016). The task is: Predict the reactants needed to synthesize the given product. (1) The reactants are: [F:1][C:2]1[CH:3]=[C:4]([NH2:10])[C:5]([NH2:9])=[CH:6][C:7]=1[F:8].C(N(CC)CC)C.O=[S:19](Cl)Cl. Given the product [F:1][C:2]1[C:7]([F:8])=[CH:6][C:5]2[C:4]([CH:3]=1)=[N:10][S:19][N:9]=2, predict the reactants needed to synthesize it. (2) Given the product [ClH:1].[CH:2]([C:5]1[CH:10]=[C:9]2[C:8](=[CH:7][CH:6]=1)[C:22]([CH2:23][CH2:24][NH2:20])=[CH:29][NH:41]2)([CH3:4])[CH3:3], predict the reactants needed to synthesize it. The reactants are: [ClH:1].[CH:2]([C:5]1[CH:10]=[CH:9][C:8](NN)=[CH:7][CH:6]=1)([CH3:4])[CH3:3].C(OC(OCC)CCC[N:20]1[C:24](=O)[C:23]2=CC=C[CH:29]=[C:22]2C1=O)C.Cl.C([O-])(O)=O.[Na+].O.[NH2:41]N. (3) Given the product [CH2:5]([O:4][C:2]([NH:7][C:8]1[CH:9]=[CH:10][C:11]([N:14]2[CH:18]=[CH:17][CH:16]=[CH:15]2)=[CH:12][CH:13]=1)=[O:3])[CH3:6], predict the reactants needed to synthesize it. The reactants are: Cl[C:2]([O:4][CH2:5][CH3:6])=[O:3].[NH2:7][C:8]1[CH:13]=[CH:12][C:11]([N:14]2[CH:18]=[CH:17][CH:16]=[CH:15]2)=[CH:10][CH:9]=1. (4) Given the product [CH3:1][O:2][C:3]1[CH:23]=[N:22][C:6]2[NH:7][CH2:8][C:9](=[O:11])[NH:10][C:5]=2[CH:4]=1, predict the reactants needed to synthesize it. The reactants are: [CH3:1][O:2][C:3]1[CH:23]=[N:22][C:6]2[N:7](C(OCC3C=CC=CC=3)=O)[CH2:8][C:9](=[O:11])[NH:10][C:5]=2[CH:4]=1.CO. (5) Given the product [CH3:24][O:25][CH2:26][CH2:27][NH:28][CH2:29][C:30]1[CH:31]=[CH:32][C:33]([NH:34]/[C:4](=[C:11]2\[C:12](=[O:23])[NH:13][C:14]3[C:19]\2=[CH:18][C:17]([N+:20]([O-:22])=[O:21])=[CH:16][CH:15]=3)/[C:5]2[CH:6]=[CH:7][CH:8]=[CH:9][CH:10]=2)=[CH:35][CH:36]=1, predict the reactants needed to synthesize it. The reactants are: C(O[C:4](=[C:11]1[C:19]2[C:14](=[CH:15][CH:16]=[C:17]([N+:20]([O-:22])=[O:21])[CH:18]=2)[NH:13][C:12]1=[O:23])[C:5]1[CH:10]=[CH:9][CH:8]=[CH:7][CH:6]=1)C.[CH3:24][O:25][CH2:26][CH2:27][NH:28][CH2:29][C:30]1[CH:36]=[CH:35][C:33]([NH2:34])=[CH:32][CH:31]=1. (6) Given the product [CH3:34][N:33]([S:30]([N:6]([CH2:5][C:4]([OH:36])=[O:3])[CH2:7][C:8]1[CH:9]=[CH:10][C:11]([O:14][CH2:15][CH2:16][C:17]2[N:18]=[C:19]([C:23]3[CH:24]=[CH:25][C:26]([CH3:29])=[CH:27][CH:28]=3)[O:20][C:21]=2[CH3:22])=[CH:12][CH:13]=1)(=[O:31])=[O:32])[CH3:35], predict the reactants needed to synthesize it. The reactants are: C([O:3][C:4](=[O:36])[CH2:5][N:6]([S:30]([N:33]([CH3:35])[CH3:34])(=[O:32])=[O:31])[CH2:7][C:8]1[CH:13]=[CH:12][C:11]([O:14][CH2:15][CH2:16][C:17]2[N:18]=[C:19]([C:23]3[CH:28]=[CH:27][C:26]([CH3:29])=[CH:25][CH:24]=3)[O:20][C:21]=2[CH3:22])=[CH:10][CH:9]=1)C.O.[OH-].[Li+]. (7) The reactants are: [CH:1]1[C:13]2[NH:12][C:11]3[C:6](=[CH:7][CH:8]=[CH:9][CH:10]=3)[C:5]=2[CH:4]=[CH:3][CH:2]=1.F[C:15]1[CH:53]=[CH:52][C:18]([C:19]([C:21]2[CH:22]=[CH:23][C:24]3[N:25]([C:43]4[CH:48]=[CH:47][C:46]([C:49](=[O:51])[CH3:50])=[CH:45][CH:44]=4)[C:26]4[C:31]([C:32]=3[CH:33]=2)=[CH:30][C:29]([C:34](=[O:42])[C:35]2[CH:40]=[CH:39][C:38](F)=[CH:37][CH:36]=2)=[CH:28][CH:27]=4)=[O:20])=[CH:17][CH:16]=1. Given the product [CH:10]1[C:11]2[N:12]([C:15]3[CH:53]=[CH:52][C:18]([C:19]([C:21]4[CH:22]=[CH:23][C:24]5[N:25]([C:43]6[CH:48]=[CH:47][C:46]([C:49](=[O:51])[CH3:50])=[CH:45][CH:44]=6)[C:26]6[C:31]([C:32]=5[CH:33]=4)=[CH:30][C:29]([C:34](=[O:42])[C:35]4[CH:40]=[CH:39][C:38]([N:12]5[C:13]7[CH:1]=[CH:2][CH:3]=[CH:4][C:5]=7[C:6]7[C:11]5=[CH:10][CH:9]=[CH:8][CH:7]=7)=[CH:37][CH:36]=4)=[CH:28][CH:27]=6)=[O:20])=[CH:17][CH:16]=3)[C:13]3[C:5](=[CH:4][CH:3]=[CH:2][CH:1]=3)[C:6]=2[CH:7]=[CH:8][CH:9]=1, predict the reactants needed to synthesize it. (8) Given the product [Br:2][C:3]1[CH:4]=[C:5]([CH:8]=[CH:9][C:10]=1[F:11])[CH2:6][NH:7][C:12](=[O:13])[C:14]([F:17])([F:16])[F:15], predict the reactants needed to synthesize it. The reactants are: Cl.[Br:2][C:3]1[CH:4]=[C:5]([CH:8]=[CH:9][C:10]=1[F:11])[CH2:6][NH2:7].[C:12](O[C:12]([C:14]([F:17])([F:16])[F:15])=[O:13])([C:14]([F:17])([F:16])[F:15])=[O:13].